Task: Predict the reactants needed to synthesize the given product.. Dataset: Full USPTO retrosynthesis dataset with 1.9M reactions from patents (1976-2016) (1) The reactants are: [OH:1][N:2]=[C:3]([NH2:14])[CH2:4][C:5]1[CH:10]=[CH:9][C:8]([N+:11]([O-:13])=[O:12])=[CH:7][CH:6]=1.CN(C)C(=O)C.[C:21](Cl)(=O)[CH2:22][CH3:23]. Given the product [CH2:22]([C:23]1[O:1][N:2]=[C:3]([CH2:4][C:5]2[CH:6]=[CH:7][C:8]([N+:11]([O-:13])=[O:12])=[CH:9][CH:10]=2)[N:14]=1)[CH3:21], predict the reactants needed to synthesize it. (2) Given the product [CH3:6][CH:5]([CH3:7])[C:4]([NH2:16])([C:8]([C:10]1[CH:11]=[N:12][CH:13]=[CH:14][CH:15]=1)=[O:9])[C:3]([OH:17])=[O:2], predict the reactants needed to synthesize it. The reactants are: C[O:2][C:3](=[O:17])[C:4]([NH2:16])([C:8]([C:10]1[CH:11]=[N:12][CH:13]=[CH:14][CH:15]=1)=[O:9])[CH:5]([CH3:7])[CH3:6].C1COCC1.[Li+].[OH-]. (3) Given the product [Cl:22][C:20]1[CH:19]=[CH:18][C:17]([O:23][CH2:24][C:25]2[CH:26]=[CH:27][CH:28]=[CH:29][CH:30]=2)=[C:16]([CH2:15][N:11]2[C:12]([CH3:14])=[CH:13][C:9]([NH2:5])=[N:10]2)[CH:21]=1, predict the reactants needed to synthesize it. The reactants are: CC([N:5]([C:9]1[CH:13]=[C:12]([CH3:14])[N:11]([CH2:15][C:16]2[CH:21]=[C:20]([Cl:22])[CH:19]=[CH:18][C:17]=2[O:23][CH2:24][C:25]2[CH:30]=[CH:29][CH:28]=[CH:27][CH:26]=2)[N:10]=1)C(=O)[O-])(C)C.Cl. (4) Given the product [C:16]([C:17]1[CH:18]=[C:19]([NH2:20])[N:11]([C:8]2[CH:7]=[CH:6][C:5]([O:4][C:3]([F:13])([F:14])[F:2])=[CH:10][CH:9]=2)[N:12]=1)([CH3:23])([CH3:22])[CH3:15], predict the reactants needed to synthesize it. The reactants are: Cl.[F:2][C:3]([F:14])([F:13])[O:4][C:5]1[CH:10]=[CH:9][C:8]([NH:11][NH2:12])=[CH:7][CH:6]=1.[CH3:15][C:16]([CH3:23])([CH3:22])[C:17](=O)[CH2:18][C:19]#[N:20].Cl. (5) Given the product [CH:1]1([C:7]2([CH3:15])[N:11]([CH3:12])[C:10](=[O:13])[N:9]([CH2:17][C:18]([C:20]3[CH:25]=[CH:24][C:23]([OH:26])=[C:22]([OH:27])[CH:21]=3)=[O:19])[C:8]2=[O:14])[CH2:2][CH2:3][CH2:4][CH2:5][CH2:6]1, predict the reactants needed to synthesize it. The reactants are: [CH:1]1([C:7]2([CH3:15])[N:11]([CH3:12])[C:10](=[O:13])[NH:9][C:8]2=[O:14])[CH2:6][CH2:5][CH2:4][CH2:3][CH2:2]1.Cl[CH2:17][C:18]([C:20]1[CH:25]=[CH:24][C:23]([OH:26])=[C:22]([OH:27])[CH:21]=1)=[O:19]. (6) The reactants are: [OH:1][C:2]1[C:3]([O:20][CH3:21])=[C:4]([C:10]2[CH:11]=[C:12]3[C:16](=[CH:17][CH:18]=2)[C:15](=[O:19])[O:14][CH2:13]3)[CH:5]=[CH:6][C:7]=1[O:8][CH3:9].C(=O)([O-])[O-].[K+].[K+].[CH2:28](Br)[CH2:29][CH3:30]. Given the product [CH3:21][O:20][C:3]1[C:2]([O:1][CH2:28][CH2:29][CH3:30])=[C:7]([O:8][CH3:9])[CH:6]=[CH:5][C:4]=1[C:10]1[CH:11]=[C:12]2[C:16](=[CH:17][CH:18]=1)[C:15](=[O:19])[O:14][CH2:13]2, predict the reactants needed to synthesize it.